Dataset: Retrosynthesis with 50K atom-mapped reactions and 10 reaction types from USPTO. Task: Predict the reactants needed to synthesize the given product. (1) Given the product CC(C)(C)OC(=O)N1CCC(Oc2ccc(C(F)(F)F)cc2)C1, predict the reactants needed to synthesize it. The reactants are: CC(C)(C)OC(=O)N1CCC(O)C1.Oc1ccc(C(F)(F)F)cc1. (2) Given the product COc1ccc(N2CCN(C(C)=O)CC2)c2sc(NC(=O)c3ccc(C)s3)nc12, predict the reactants needed to synthesize it. The reactants are: CC(=O)Cl.COc1ccc(N2CCNCC2)c2sc(NC(=O)c3ccc(C)s3)nc12. (3) Given the product O=C(O)c1ccc(-c2cn(Cc3c(Cl)cccc3C(F)(F)F)c3cccnc23)c(F)c1, predict the reactants needed to synthesize it. The reactants are: COC(=O)c1ccc(-c2cn(Cc3c(Cl)cccc3C(F)(F)F)c3cccnc23)c(F)c1. (4) Given the product O=C(O)C1CCN(Cc2ccccc2)CC1c1ccc(Cl)cc1, predict the reactants needed to synthesize it. The reactants are: O=C(O)C1=C(c2ccc(Cl)cc2)CN(Cc2ccccc2)CC1. (5) Given the product CCCCc1nc(CCCC)n(Cc2ccc(Br)nc2)n1, predict the reactants needed to synthesize it. The reactants are: BrCc1ccc(Br)nc1.CCCCc1n[nH]c(CCCC)n1.